This data is from Forward reaction prediction with 1.9M reactions from USPTO patents (1976-2016). The task is: Predict the product of the given reaction. Given the reactants COC(C1N(CC=O)C=C(C(=O)NCC2C=CC(F)=CC=2)C(=O)C=1OCC1C=CC=CC=1)=O.Cl.Cl.N[C@@H](C)CCNCCOC.[F:46][C:47]1[CH:52]=[CH:51][C:50]([CH2:53][NH:54][C:55]([C:57]2[C:58](=[O:85])[C:59]([O:77]CC3C=CC=CC=3)=[C:60]3[C:74](=[O:75])[N:64]4[C@@H:65]([CH3:73])[CH2:66][CH2:67][N:68]([CH2:69][CH2:70][O:71][CH3:72])[C@@H:63]4[CH2:62][N:61]3[CH:76]=2)=[O:56])=[CH:49][CH:48]=1, predict the reaction product. The product is: [F:46][C:47]1[CH:52]=[CH:51][C:50]([CH2:53][NH:54][C:55]([C:57]2[C:58](=[O:85])[C:59]([OH:77])=[C:60]3[C:74](=[O:75])[N:64]4[C@@H:65]([CH3:73])[CH2:66][CH2:67][N:68]([CH2:69][CH2:70][O:71][CH3:72])[C@@H:63]4[CH2:62][N:61]3[CH:76]=2)=[O:56])=[CH:49][CH:48]=1.